Dataset: Full USPTO retrosynthesis dataset with 1.9M reactions from patents (1976-2016). Task: Predict the reactants needed to synthesize the given product. (1) Given the product [CH2:6]([C:11]1[CH:15]=[CH:14][O:13][CH:12]=1)[CH2:7][CH2:8][CH3:9], predict the reactants needed to synthesize it. The reactants are: C([Li])(C)(C)C.[CH3:6][CH2:7][CH2:8][CH2:9]C.[CH3:11][CH2:12][O:13][CH2:14][CH3:15]. (2) Given the product [ClH:25].[Cl:25][C:26]1[CH:31]=[CH:30][C:29]([C:32]2[O:36][CH:35]=[N:34][C:33]=2[CH:37]([NH2:47])[CH2:38][C:39]2[CH:44]=[C:43]([F:45])[CH:42]=[C:41]([F:46])[CH:40]=2)=[CH:28][CH:27]=1, predict the reactants needed to synthesize it. The reactants are: FC1C=C(C[C@@H](C2N(C3C=CC(OC)=CC=3)C=CN=2)N)C=C(F)C=1.[Cl:25][C:26]1[CH:31]=[CH:30][C:29]([C:32]2[O:36][CH:35]=[N:34][C:33]=2[CH:37]([NH:47]S(C(C)(C)C)=O)[CH2:38][C:39]2[CH:44]=[C:43]([F:45])[CH:42]=[C:41]([F:46])[CH:40]=2)=[CH:28][CH:27]=1. (3) Given the product [F:9][C:4]1[CH:5]=[CH:6][CH:7]=[CH:8][C:3]=1[CH2:2][O:10][C:11]1[CH:15]=[C:14]([N:16]2[C:20]3[CH:21]=[N:22][CH:23]=[CH:24][C:19]=3[N:18]=[CH:17]2)[S:13][C:12]=1[C:25]([O:27][CH3:28])=[O:26], predict the reactants needed to synthesize it. The reactants are: Br[CH2:2][C:3]1[CH:8]=[CH:7][CH:6]=[CH:5][C:4]=1[F:9].[OH:10][C:11]1[CH:15]=[C:14]([N:16]2[C:20]3[CH:21]=[N:22][CH:23]=[CH:24][C:19]=3[N:18]=[CH:17]2)[S:13][C:12]=1[C:25]([O:27][CH3:28])=[O:26].C(=O)([O-])[O-].[K+].[K+]. (4) Given the product [OH:23][C:10]([C:7]1[CH:6]=[CH:5][C:4](/[C:2](=[N:33]/[OH:34])/[NH2:3])=[CH:9][CH:8]=1)([CH3:24])[CH2:11][N:12]1[CH2:17][CH2:16][CH2:15][C@H:14]([C:18]([O:20][CH2:21][CH3:22])=[O:19])[CH2:13]1, predict the reactants needed to synthesize it. The reactants are: Br.[C:2]([C:4]1[CH:9]=[CH:8][C:7]([C:10](=[O:23])[CH2:11][N:12]2[CH2:17][CH2:16][CH2:15][C@H:14]([C:18]([O:20][CH2:21][CH3:22])=[O:19])[CH2:13]2)=[CH:6][CH:5]=1)#[N:3].[CH3:24][Mg]Br.C(=O)(O)[O-].[Na+].Cl.[NH2:33][OH:34]. (5) Given the product [CH:1](=[N:8][N:9]([CH:14]=[C:15]([C:21]#[N:22])[C:16]([O:18][CH2:19][CH3:20])=[O:17])[CH3:10])[C:2]1[CH:7]=[CH:6][CH:5]=[CH:4][CH:3]=1, predict the reactants needed to synthesize it. The reactants are: [CH:1](=[N:8][NH:9][CH3:10])[C:2]1[CH:7]=[CH:6][CH:5]=[CH:4][CH:3]=1.C(O[CH:14]=[C:15]([C:21]#[N:22])[C:16]([O:18][CH2:19][CH3:20])=[O:17])C. (6) Given the product [CH2:27]([C:26]1[S:31][C:22]([C:21]2[CH:20]=[N:19][N:16]3[CH:17]=[CH:18][C:13]([N:9]4[CH2:10][CH2:11][CH2:12][CH:8]4[C:4]4[CH:5]=[N:6][CH:7]=[C:2]([F:1])[CH:3]=4)=[N:14][C:15]=23)=[N:24][N:25]=1)[CH3:28], predict the reactants needed to synthesize it. The reactants are: [F:1][C:2]1[CH:3]=[C:4]([CH:8]2[CH2:12][CH2:11][CH2:10][N:9]2[C:13]2[CH:18]=[CH:17][N:16]3[N:19]=[CH:20][C:21]([C:22]([NH:24][NH:25][C:26](=O)[CH2:27][CH3:28])=O)=[C:15]3[N:14]=2)[CH:5]=[N:6][CH:7]=1.P12(SP3(SP(SP(S3)(S1)=S)(=S)S2)=S)=[S:31].C([O-])([O-])=O.[Na+].[Na+].